Dataset: Forward reaction prediction with 1.9M reactions from USPTO patents (1976-2016). Task: Predict the product of the given reaction. (1) Given the reactants [Br:1][C:2]1[CH:3]=[CH:4][C:5]2[O:14][C:13]3[C:12](=[O:15])[NH:11][C:10](Cl)=[N:9][C:8]=3[C:6]=2[CH:7]=1.[CH3:17][N:18]1[CH2:23][CH2:22][NH:21][CH2:20][CH2:19]1, predict the reaction product. The product is: [Br:1][C:2]1[CH:3]=[CH:4][C:5]2[O:14][C:13]3[C:12](=[O:15])[NH:11][C:10]([N:21]4[CH2:22][CH2:23][N:18]([CH3:17])[CH2:19][CH2:20]4)=[N:9][C:8]=3[C:6]=2[CH:7]=1. (2) Given the reactants C([Si](C)(C)[O:6][C@@H:7]1[CH2:12][CH2:11][C@H:10]([N:13]2[CH2:17][CH2:16][CH2:15][C:14]2=[O:18])[CH2:9][CH2:8]1)(C)(C)C.[Li+].CC([N-]C(C)C)C.Br[CH2:30][C:31]1[S:35][C:34]2[CH:36]=[CH:37][CH:38]=[CH:39][C:33]=2[C:32]=1[Cl:40].Cl, predict the reaction product. The product is: [Cl:40][C:32]1[C:33]2[CH:39]=[CH:38][CH:37]=[CH:36][C:34]=2[S:35][C:31]=1[CH2:30][CH:15]1[CH2:16][CH2:17][N:13]([C@H:10]2[CH2:9][CH2:8][C@@H:7]([OH:6])[CH2:12][CH2:11]2)[C:14]1=[O:18]. (3) The product is: [Br:1][C:2]1[CH:10]=[CH:9][C:5]([C:6]([C:16]2[CH:21]=[CH:20][CH:19]=[CH:18][CH:17]=2)=[O:8])=[CH:4][C:3]=1[F:11]. Given the reactants [Br:1][C:2]1[CH:10]=[CH:9][C:5]([C:6]([OH:8])=O)=[CH:4][C:3]=1[F:11].S(Cl)(Cl)=O.[CH:16]1[CH:21]=[CH:20][CH:19]=[CH:18][CH:17]=1.[Cl-].[Cl-].[Cl-].[Al+3].Cl, predict the reaction product.